This data is from Catalyst prediction with 721,799 reactions and 888 catalyst types from USPTO. The task is: Predict which catalyst facilitates the given reaction. (1) Reactant: I[C:2]1[N:6]2[CH:7]=[C:8]([C:11]3[CH:16]=[CH:15][C:14]([C:17]([N:19]4[CH2:24][CH2:23][N:22]([CH3:25])[CH2:21][CH2:20]4)=[O:18])=[CH:13][CH:12]=3)[N:9]=[CH:10][C:5]2=[N:4][CH:3]=1.C([O-])([O-])=O.[K+].[K+].[C:32]([C:34]1[CH:39]=[CH:38][C:37](B(O)O)=[C:36]([F:43])[CH:35]=1)#[N:33]. Product: [F:43][C:36]1[CH:35]=[C:34]([CH:39]=[CH:38][C:37]=1[C:2]1[N:6]2[CH:7]=[C:8]([C:11]3[CH:12]=[CH:13][C:14]([C:17]([N:19]4[CH2:20][CH2:21][N:22]([CH3:25])[CH2:23][CH2:24]4)=[O:18])=[CH:15][CH:16]=3)[N:9]=[CH:10][C:5]2=[N:4][CH:3]=1)[C:32]#[N:33]. The catalyst class is: 335. (2) Reactant: [N+:1]([C:4]1[CH:9]=[CH:8][C:7]([N:10]([CH2:18][CH2:19][N:20]2[CH:24]=[CH:23][CH:22]=[N:21]2)[C:11](=[O:17])[O:12][C:13]([CH3:16])([CH3:15])[CH3:14])=[CH:6][CH:5]=1)([O-])=O.[H][H]. Product: [NH2:1][C:4]1[CH:9]=[CH:8][C:7]([N:10]([CH2:18][CH2:19][N:20]2[CH:24]=[CH:23][CH:22]=[N:21]2)[C:11](=[O:17])[O:12][C:13]([CH3:16])([CH3:14])[CH3:15])=[CH:6][CH:5]=1. The catalyst class is: 19. (3) Reactant: [NH:1]1[C:9]2[C:4](=[N:5][C:6]([C:10](=[O:12])[CH3:11])=[CH:7][CH:8]=2)[CH:3]=[CH:2]1.[Cl:13]N1C(=O)CCC1=O. Product: [Cl:13][C:3]1[C:4]2=[N:5][C:6]([C:10](=[O:12])[CH3:11])=[CH:7][CH:8]=[C:9]2[NH:1][CH:2]=1. The catalyst class is: 31. (4) The catalyst class is: 5. Product: [CH3:10][C:11]1([CH3:28])[O:15][CH:14]([CH2:16][O:17][C:18]2[C:25]([CH3:26])=[CH:24][C:21]([C:22]([NH:8][OH:9])=[NH:23])=[CH:20][C:19]=2[CH3:27])[CH2:13][O:12]1. Reactant: CC([O-])(C)C.[K+].Cl.[NH2:8][OH:9].[CH3:10][C:11]1([CH3:28])[O:15][CH:14]([CH2:16][O:17][C:18]2[C:25]([CH3:26])=[CH:24][C:21]([C:22]#[N:23])=[CH:20][C:19]=2[CH3:27])[CH2:13][O:12]1. (5) Reactant: [F:1][C:2]([F:20])([F:19])[C:3]1[CH:4]=[C:5]([NH2:18])[N:6]([C:8]2[CH:13]=[CH:12][CH:11]=[CH:10][C:9]=2[C:14]([F:17])([F:16])[F:15])[N:7]=1.CCN(C(C)C)C(C)C.[N:30]([C:33]1[CH:34]=[C:35]([C:39](=[O:41])[CH3:40])[CH:36]=[CH:37][CH:38]=1)=[C:31]=[O:32]. Product: [C:39]([C:35]1[CH:34]=[C:33]([NH:30][C:31]([NH:18][C:5]2[N:6]([C:8]3[CH:13]=[CH:12][CH:11]=[CH:10][C:9]=3[C:14]([F:16])([F:17])[F:15])[N:7]=[C:3]([C:2]([F:1])([F:19])[F:20])[CH:4]=2)=[O:32])[CH:38]=[CH:37][CH:36]=1)(=[O:41])[CH3:40]. The catalyst class is: 2. (6) Reactant: CS([O:5][CH2:6][CH2:7][CH2:8][C:9]1[N:13]([C:14]2[CH:19]=[CH:18][C:17]([C:20]([NH:22][CH2:23][CH3:24])=[O:21])=[CH:16][CH:15]=2)[N:12]=[N:11][C:10]=1[C:25]([NH:27][CH:28]1[CH2:30][CH2:29]1)=[O:26])(=O)=O.C(=O)([O-])[O-].[K+].[K+].[F:37][CH:38]([F:41])[CH2:39]O. The catalyst class is: 10. Product: [CH:28]1([NH:27][C:25]([C:10]2[N:11]=[N:12][N:13]([C:14]3[CH:19]=[CH:18][C:17]([C:20]([NH:22][CH2:23][CH3:24])=[O:21])=[CH:16][CH:15]=3)[C:9]=2[CH2:8][CH2:7][CH2:6][O:5][CH2:39][CH:38]([F:41])[F:37])=[O:26])[CH2:30][CH2:29]1. (7) The catalyst class is: 5. Reactant: C(OC(=O)[C@H](OC1C=C(Cl)N=C(SCC2C=CC=C(F)C=2F)N=1)C)C.C([O:28][C:29](=[O:57])[C@H:30]([O:32][C:33]1[CH:38]=[C:37]([NH:39][S:40]([N:43]2[CH2:46][CH2:45][CH2:44]2)(=[O:42])=[O:41])[N:36]=[C:35]([S:47][CH2:48][C:49]2[CH:54]=[CH:53][CH:52]=[C:51]([F:55])[C:50]=2[F:56])[N:34]=1)[CH3:31])C.[OH-].[Na+].Cl. Product: [N:43]1([S:40]([NH:39][C:37]2[N:36]=[C:35]([S:47][CH2:48][C:49]3[CH:54]=[CH:53][CH:52]=[C:51]([F:55])[C:50]=3[F:56])[N:34]=[C:33]([O:32][C@H:30]([CH3:31])[C:29]([OH:57])=[O:28])[CH:38]=2)(=[O:42])=[O:41])[CH2:46][CH2:45][CH2:44]1. (8) Reactant: [O:1]([CH2:8][CH2:9][OH:10])[C:2]1[CH:7]=[CH:6][CH:5]=[CH:4][CH:3]=1.[C:11](Cl)(=[O:15])[C:12]([Cl:14])=[O:13]. Product: [O:1]([CH2:8][CH2:9][O:10][C:11](=[O:15])[C:12]([Cl:14])=[O:13])[C:2]1[CH:7]=[CH:6][CH:5]=[CH:4][CH:3]=1. The catalyst class is: 2. (9) Reactant: [Li+].[OH-].C[O:4][C:5](=[O:19])[CH2:6][C:7]1[CH:8]=[C:9]([C:13]2[CH:18]=[CH:17][CH:16]=[CH:15][CH:14]=2)[CH:10]=[CH:11][CH:12]=1.CO.O. Product: [C:9]1([C:13]2[CH:18]=[CH:17][CH:16]=[CH:15][CH:14]=2)[CH:10]=[CH:11][CH:12]=[C:7]([CH2:6][C:5]([OH:19])=[O:4])[CH:8]=1. The catalyst class is: 5.